Task: Predict the reaction yield, written as a fraction of the theoretical maximum amount of product (1.0 means a 100% yield; for example, 0.34 means a 34% yield).. Dataset: Reaction yield outcomes from USPTO patents with 853,638 reactions (1) The reactants are [Cl:1][C:2]1[CH:25]=[CH:24][C:23]([N+:26]([O-])=O)=[CH:22][C:3]=1[CH2:4][N:5]1[C@@H:10]([CH3:11])[CH2:9][N:8]2[C:12]([C:15]3[CH:20]=[N:19][CH:18]=[CH:17][N:16]=3)=[N:13][N:14]=[C:7]2[C:6]1=[O:21].[Cl-].[NH4+]. The catalyst is CC(C)=O.O.[Zn]. The product is [NH2:26][C:23]1[CH:24]=[CH:25][C:2]([Cl:1])=[C:3]([CH:22]=1)[CH2:4][N:5]1[C@@H:10]([CH3:11])[CH2:9][N:8]2[C:12]([C:15]3[CH:20]=[N:19][CH:18]=[CH:17][N:16]=3)=[N:13][N:14]=[C:7]2[C:6]1=[O:21]. The yield is 0.270. (2) The reactants are Br[C:2]1[CH:7]=[C:6]([F:8])[CH:5]=[C:4]([F:9])[CH:3]=1.[O:10]1[CH2:14][CH2:13][C:12](=[O:15])[CH2:11]1. The catalyst is C1COCC1. The product is [F:9][C:4]1[CH:3]=[C:2]([C:12]2([OH:15])[CH2:13][CH2:14][O:10][CH2:11]2)[CH:7]=[C:6]([F:8])[CH:5]=1. The yield is 0.500. (3) The reactants are Cl[C:2]1[CH:3]=[C:4]([NH:10][C:11]2[CH:16]=[CH:15][C:14]([N:17]3[CH2:22][CH2:21][N:20]([CH:23]4[CH2:26][O:25][CH2:24]4)[CH2:19][C@@H:18]3[CH3:27])=[CH:13][N:12]=2)[C:5](=[O:9])[N:6]([CH3:8])[N:7]=1.[C:28]([O:31][CH2:32][C:33]1[C:34]([N:42]2[CH2:53][CH2:52][N:51]3[C:44](=[CH:45][C:46]4[CH2:47][C:48]([CH3:55])([CH3:54])[CH2:49][C:50]=43)[C:43]2=[O:56])=[N:35][CH:36]=[CH:37][C:38]=1B(O)O)(=[O:30])[CH3:29].C([O-])(=O)C.[Na+].[O-]P([O-])([O-])=O.[K+].[K+].[K+]. The catalyst is C1C=CC(P(C2C=CC=CC=2)[C-]2C=CC=C2)=CC=1.C1C=CC(P(C2C=CC=CC=2)[C-]2C=CC=C2)=CC=1.Cl[Pd]Cl.[Fe+2].C(#N)C.O. The product is [C:28]([O:31][CH2:32][C:33]1[C:34]([N:42]2[CH2:53][CH2:52][N:51]3[C:44](=[CH:45][C:46]4[CH2:47][C:48]([CH3:55])([CH3:54])[CH2:49][C:50]=43)[C:43]2=[O:56])=[N:35][CH:36]=[CH:37][C:38]=1[C:2]1[CH:3]=[C:4]([NH:10][C:11]2[CH:16]=[CH:15][C:14]([N:17]3[CH2:22][CH2:21][N:20]([CH:23]4[CH2:26][O:25][CH2:24]4)[CH2:19][C@@H:18]3[CH3:27])=[CH:13][N:12]=2)[C:5](=[O:9])[N:6]([CH3:8])[N:7]=1)(=[O:30])[CH3:29]. The yield is 0.510. (4) The yield is 0.950. The catalyst is [Pt](=O)=O. The reactants are [C:1]([O:5][C:6]([N:8]1[C@@H:12]([CH:13]=[CH2:14])[CH2:11][O:10][C:9]1([CH3:16])[CH3:15])=[O:7])([CH3:4])([CH3:3])[CH3:2].[CH3:17][SiH:18]([CH3:25])[C:19]1[CH:24]=[CH:23][CH:22]=[CH:21][CH:20]=1. The product is [C:1]([O:5][C:6]([N:8]1[C@@H:12]([CH2:13][CH2:14][Si:18]([CH3:25])([CH3:17])[C:19]2[CH:24]=[CH:23][CH:22]=[CH:21][CH:20]=2)[CH2:11][O:10][C:9]1([CH3:16])[CH3:15])=[O:7])([CH3:4])([CH3:3])[CH3:2]. (5) The reactants are [Cl:1][C:2]1[CH:10]=[C:6]([C:7]([OH:9])=O)[C:5]([OH:11])=[CH:4][CH:3]=1.[F:12][C:13]([F:26])([F:25])[C:14]1[CH:15]=[C:16]([CH:18]=[C:19]([C:21]([F:24])([F:23])[F:22])[CH:20]=1)[NH2:17].P(Cl)(Cl)Cl.C1(C)C=CC=CC=1. The yield is 0.855. The catalyst is C(OCC)(=O)C. The product is [Cl:1][C:2]1[CH:3]=[CH:4][C:5]([OH:11])=[C:6]([CH:10]=1)[C:7]([NH:17][C:16]1[CH:18]=[C:19]([C:21]([F:22])([F:23])[F:24])[CH:20]=[C:14]([C:13]([F:12])([F:25])[F:26])[CH:15]=1)=[O:9].